Task: Predict the product of the given reaction.. Dataset: Forward reaction prediction with 1.9M reactions from USPTO patents (1976-2016) The product is: [NH2:29][C:24]1[NH:25][C:26](=[O:27])[C:21]2[C:20]([Cl:32])=[C:19]([Cl:33])[N:18]([C@@H:8]3[O:9][C@H:10]([CH2:11][OH:12])[C@@H:6]([OH:5])[CH2:7]3)[C:22]=2[N:23]=1. Given the reactants CC(C)C([O:5][C@@H:6]1[C@@H:10]([CH2:11][O:12]C(=O)C(C)C)[O:9][C@@H:8]([N:18]2[C:22]3[N:23]=[C:24]([NH:29]C=O)[N:25]=[C:26]([O:27]C)[C:21]=3[C:20]([Cl:32])=[C:19]2[Cl:33])[CH2:7]1)=O.CC(O)=O, predict the reaction product.